This data is from Reaction yield outcomes from USPTO patents with 853,638 reactions. The task is: Predict the reaction yield, written as a fraction of the theoretical maximum amount of product (1.0 means a 100% yield; for example, 0.34 means a 34% yield). (1) The reactants are C(=O)([O-])[O-].[Na+].[Na+].C1(C)C=CC=CC=1P(C1C=CC=CC=1C)C1C=CC=CC=1C.CC1(C)C(C)(C)OB([C:37]2[CH:42]=[CH:41][C:40]([OH:43])=[CH:39][CH:38]=2)O1.Br[C:46]1[S:50][C:49]([CH2:51][C:52]([O:54][CH3:55])=[O:53])=[CH:48][CH:47]=1.S1C=CC=C1CC(OC)=O. The catalyst is C1(C)C(CCO)=CC=CC=1.C1C=CC(/C=C/C(/C=C/C2C=CC=CC=2)=O)=CC=1.C1C=CC(/C=C/C(/C=C/C2C=CC=CC=2)=O)=CC=1.C1C=CC(/C=C/C(/C=C/C2C=CC=CC=2)=O)=CC=1.[Pd].[Pd].O. The product is [CH3:55][O:54][C:52](=[O:53])[CH2:51][C:49]1[S:50][C:46]([C:37]2[CH:38]=[CH:39][C:40]([OH:43])=[CH:41][CH:42]=2)=[CH:47][CH:48]=1. The yield is 0.260. (2) The reactants are [OH:1][C@H:2]([CH3:36])[C@H:3]([NH:5][C:6]([C:8]1[NH:9][C:10]([C:13]2[CH:18]=[C:17]([O:19][Si:20]([CH:27]([CH3:29])[CH3:28])([CH:24]([CH3:26])[CH3:25])[CH:21]([CH3:23])[CH3:22])[CH:16]=[C:15]([O:30][C@@H:31]([CH3:35])[CH2:32][O:33][CH3:34])[CH:14]=2)=[CH:11][CH:12]=1)=O)[CH3:4].CS(O)(=O)=O.C(N(CC)CC)C.[Cl-].[NH4+]. The catalyst is O1CCCC1. The product is [CH3:34][O:33][CH2:32][C@@H:31]([O:30][C:15]1[CH:14]=[C:13]([C:10]2[NH:9][C:8]([C:6]3[O:1][C@@H:2]([CH3:36])[C@@H:3]([CH3:4])[N:5]=3)=[CH:12][CH:11]=2)[CH:18]=[C:17]([O:19][Si:20]([CH:24]([CH3:26])[CH3:25])([CH:21]([CH3:23])[CH3:22])[CH:27]([CH3:29])[CH3:28])[CH:16]=1)[CH3:35]. The yield is 1.00. (3) The reactants are [F:1][C:2]([F:23])([F:22])[C:3]1[N:8]2[N:9]=[CH:10][CH:11]=[C:7]2[N:6]=[C:5]([C:12]2[CH:17]=[CH:16][C:15]([C:18]([F:21])([F:20])[F:19])=[CH:14][CH:13]=2)[CH:4]=1.CC([O-])=O.[Na+].[I:29]Cl. The catalyst is C(O)(=O)C.O. The product is [I:29][C:11]1[CH:10]=[N:9][N:8]2[C:3]([C:2]([F:1])([F:22])[F:23])=[CH:4][C:5]([C:12]3[CH:13]=[CH:14][C:15]([C:18]([F:21])([F:20])[F:19])=[CH:16][CH:17]=3)=[N:6][C:7]=12. The yield is 1.00. (4) The reactants are Cl[C:2]1[CH:3]=[CH:4][N:5]2[C:10]([C:11]=1[CH3:12])=[C:9]([CH:13]1[CH2:15][CH2:14]1)[CH:8]=[C:7]([C:16]([O:18][CH3:19])=[O:17])[C:6]2=[O:20].[NH2:21][C:22]1[CH:23]=[C:24](B(O)O)[CH:25]=[C:26]([F:28])[CH:27]=1. No catalyst specified. The product is [NH2:21][C:22]1[CH:23]=[C:24]([C:2]2[CH:3]=[CH:4][N:5]3[C:10]([C:11]=2[CH3:12])=[C:9]([CH:13]2[CH2:15][CH2:14]2)[CH:8]=[C:7]([C:16]([O:18][CH3:19])=[O:17])[C:6]3=[O:20])[CH:25]=[C:26]([F:28])[CH:27]=1. The yield is 0.810. (5) The reactants are O=[C:2]([CH2:8][CH3:9])[CH2:3][C:4]([O:6][CH3:7])=[O:5].C([O-])(=O)C.[NH4+:14]. The catalyst is CO. The product is [NH2:14]/[C:2](/[CH2:8][CH3:9])=[CH:3]\[C:4]([O:6][CH3:7])=[O:5]. The yield is 0.920. (6) The reactants are [CH3:1][C:2]1[CH:10]=[CH:9][C:5]([C:6]([OH:8])=[O:7])=[C:4]([Cl:11])[CH:3]=1.FC(S(O)(=O)=O)(F)F.[I:20]N1C(=O)CCC1=O. The catalyst is ClCCl. The product is [Cl:11][C:4]1[CH:3]=[C:2]([CH3:1])[C:10]([I:20])=[CH:9][C:5]=1[C:6]([OH:8])=[O:7]. The yield is 0.570. (7) The yield is 0.460. The catalyst is C(O)C. The reactants are [F:1][C:2]1[CH:7]=[CH:6][C:5]([C:8]#[C:9][CH2:10][O:11][C:12]2[CH:17]=[CH:16][C:15]([C:18]3[N:26](COCC[Si](C)(C)C)[C:25]4[C:24](=[O:35])[N:23]([CH2:36][CH2:37][CH3:38])[C:22]([C:39]5[CH:44]=[CH:43][CH:42]=[C:41]([C:45]([F:48])([F:47])[F:46])[CH:40]=5)=[N:21][C:20]=4[N:19]=3)=[CH:14][CH:13]=2)=[CH:4][CH:3]=1.Cl. The product is [F:1][C:2]1[CH:7]=[CH:6][C:5]([C:8]#[C:9][CH2:10][O:11][C:12]2[CH:17]=[CH:16][C:15]([C:18]3[NH:26][C:25]4[C:24](=[O:35])[N:23]([CH2:36][CH2:37][CH3:38])[C:22]([C:39]5[CH:44]=[CH:43][CH:42]=[C:41]([C:45]([F:48])([F:46])[F:47])[CH:40]=5)=[N:21][C:20]=4[N:19]=3)=[CH:14][CH:13]=2)=[CH:4][CH:3]=1.